This data is from Full USPTO retrosynthesis dataset with 1.9M reactions from patents (1976-2016). The task is: Predict the reactants needed to synthesize the given product. Given the product [CH:20]1([NH:8][C:6]2[CH:5]=[CH:4][C:3]([CH2:9][C:10]3[C:18]4[C:13](=[N:14][CH:15]=[C:16]([CH3:19])[CH:17]=4)[NH:12][CH:11]=3)=[C:2]([F:1])[N:7]=2)[CH2:25][CH2:24][CH2:23][CH2:22][CH2:21]1, predict the reactants needed to synthesize it. The reactants are: [F:1][C:2]1[N:7]=[C:6]([NH2:8])[CH:5]=[CH:4][C:3]=1[CH2:9][C:10]1[C:18]2[C:13](=[N:14][CH:15]=[C:16]([CH3:19])[CH:17]=2)[NH:12][CH:11]=1.[C:20]1(=O)[CH2:25][CH2:24][CH2:23][CH2:22][CH2:21]1.C([SiH](CC)CC)C.FC(F)(F)C(O)=O.